From a dataset of Full USPTO retrosynthesis dataset with 1.9M reactions from patents (1976-2016). Predict the reactants needed to synthesize the given product. (1) Given the product [Br:1][C:2]1[CH:7]=[CH:6][CH:5]=[CH:4][C:3]=1[CH2:8][CH2:9][NH:10][C:21](=[O:22])[O:23][CH2:24][C:25]1[CH:30]=[CH:29][CH:28]=[CH:27][CH:26]=1, predict the reactants needed to synthesize it. The reactants are: [Br:1][C:2]1[CH:7]=[CH:6][CH:5]=[CH:4][C:3]=1[CH2:8][CH2:9][NH2:10].CCN(C(C)C)C(C)C.Cl[C:21]([O:23][CH2:24][C:25]1[CH:30]=[CH:29][CH:28]=[CH:27][CH:26]=1)=[O:22]. (2) Given the product [CH3:19][C@@H:16]([CH2:17][CH3:18])[C@H:8]([N:3]1[CH2:4][C:5](=[O:7])[N:6]([CH2:27][C:25]2[CH:24]=[CH:23][CH:22]=[C:21]([CH3:20])[N:26]=2)[C:2]1=[O:1])[C:9]([O:11][C:12]([CH3:13])([CH3:14])[CH3:15])=[O:10], predict the reactants needed to synthesize it. The reactants are: [O:1]=[C:2]1[NH:6][C:5](=[O:7])[CH2:4][N:3]1[C@@H:8]([C@@H:16]([CH3:19])[CH2:17][CH3:18])[C:9]([O:11][C:12]([CH3:15])([CH3:14])[CH3:13])=[O:10].[CH3:20][C:21]1[N:26]=[C:25]([CH2:27]O)[CH:24]=[CH:23][CH:22]=1.C1(P(C2C=CC=CC=2)C2C=CC=CC=2)C=CC=CC=1.N(C(OCC)=O)=NC(OCC)=O. (3) The reactants are: [CH2:1]1[S:5][C@H:4]([CH2:6][OH:7])[O:3][C@@H:2]1[N:8]1[C:13](=[O:14])[N:12]=[C:11]([NH2:15])[CH:10]=[CH:9]1.C([O-])(=O)C([O-])=O.C(O)C. Given the product [CH2:1]1[S:5][C@H:4]([CH2:6][OH:7])[O:3][C@@H:2]1[N:8]1[C:13](=[O:14])[N:12]=[C:11]([NH2:15])[CH:10]=[CH:9]1, predict the reactants needed to synthesize it. (4) Given the product [C:38]([C:35]1[CH:34]=[CH:33][C:32]([NH:31][C:29]([N:24]2[CH2:23][C:22]3[C:26](=[CH:27][CH:28]=[C:20]([S:17](=[O:18])(=[O:19])[NH:16][C:10]4[CH:11]=[CH:12][C:13]([F:15])=[CH:14][C:9]=4[OH:8])[CH:21]=3)[CH2:25]2)=[O:30])=[CH:37][CH:36]=1)([CH3:41])([CH3:39])[CH3:40], predict the reactants needed to synthesize it. The reactants are: C([O:8][C:9]1[CH:14]=[C:13]([F:15])[CH:12]=[CH:11][C:10]=1[NH:16][S:17]([C:20]1[CH:21]=[C:22]2[C:26](=[CH:27][CH:28]=1)[CH2:25][N:24]([C:29]([NH:31][C:32]1[CH:37]=[CH:36][C:35]([C:38]([CH3:41])([CH3:40])[CH3:39])=[CH:34][CH:33]=1)=[O:30])[CH2:23]2)(=[O:19])=[O:18])C1C=CC=CC=1. (5) Given the product [CH:8]1([CH2:7][C@@H:3]([N:2]2[CH2:15][C:14]3[C:3](=[CH:7][CH:8]=[CH:9][CH:10]=3)[C:4]2=[O:5])[C:4]([OH:6])=[O:5])[CH2:13][CH2:12][CH2:11][CH2:10][CH2:9]1, predict the reactants needed to synthesize it. The reactants are: Cl.[NH2:2][C@H:3]([CH2:7][CH:8]1[CH2:13][CH2:12][CH2:11][CH2:10][CH2:9]1)[C:4]([OH:6])=[O:5].[C:14](#N)[CH3:15]. (6) The reactants are: [Cl:1][C:2]1[CH:11]=[CH:10][C:9]2[C:4](=[CH:5][CH:6]=[C:7](N)[CH:8]=2)[N:3]=1.C(O)(=O)C.[ClH:17].N([O-])=O.[Na+].[S:22](=[O:24])=[O:23]. Given the product [Cl:1][C:2]1[CH:11]=[CH:10][C:9]2[C:4](=[CH:5][CH:6]=[C:7]([S:22]([Cl:17])(=[O:24])=[O:23])[CH:8]=2)[N:3]=1, predict the reactants needed to synthesize it.